The task is: Binary Classification. Given two protein amino acid sequences, predict whether they physically interact or not.. This data is from Human Reference Interactome with 51,813 positive PPI pairs across 8,248 proteins, plus equal number of experimentally-validated negative pairs. (1) Protein 1 (ENSG00000197261) has sequence MNDPFARMETRGPQGAANPMDSSRSLGDLGPFPREVGRGAPLAPGARNPATAGASRSQGGGHEDRTADRALGPRAGEELDRESWVREKVLFLLHPERWLGTRGDPAREEVAGAEDLPHAGGEDHGEEPNYPSVFQRQKRISGRRVAPPRDAADPPKYVLVRVEDYQVTQEVLQTSWAKGRMTTRTEEHFVTALTFRSSREGQPGERWGPAESRALQARTGASRVHAAGRRVSPSPGTWLEEIKL*XTSWAKGRMTTRTEEHFVTALTFRSSREGQPGERWGPAESRALQARTGASRVHAA.... Protein 2 (ENSG00000188676) has sequence MEPHRPNVKTAVPLSLESYHISEEYGFLLPDSLKELPDHYRPWMEIANKLPQLIDAHQLQAHVDKMPLLSCQFLKGHREQRLAHLVLSFLTMGYVWQEGEAQPAEVLPRNLALPFVEVSRNLGLPPILVHSDLVLTNWTKKDPDGFLEIGNLETIISFPGGESLHGFILVTALVEKEAVPGIKALVQATNAILQPNQEALLQALQRLRLSIQDITKTLGQMHDYVDPDIFYAGIRIFLSGWKDNPAMPAGLMYEGVSQEPLKYSGGSAAQSTVLHAFDEFLGIRHSKESGDFLYRMRDYM.... Result: 0 (the proteins do not interact). (2) Protein 1 (ENSG00000140961) has sequence MSSSRKDHLGASSSEPLPVIIVGNGPSGICLSYLLSGYTPYTKPDAIHPHPLLQRKLTEAPGVSILDQDLDYLSEGLEGRSQSPVALLFDALLRPDTDFGGNMKSVLTWKHRKEHAIPHVVLGRNLPGGAWHSIEGSMVILSQGQWMGLPDLEVKDWMQKKRRGLRNSRATAGDIAHYYRDYVVKKGLGHNFVSGAVVTAVEWGTPDPSSCGAQDSSPLFQVSGFLTRNQAQQPFSLWARNVVLATGTFDSPARLGIPGEALPFIHHELSALEAATRVGAVTPASDPVLIIGAGLSAADA.... Protein 2 (ENSG00000144677) has sequence MDGPAIITQVTNPKEDEGRLPGAGEKASQCNVSLKKQRSRSILSSFFCCFRDYNVEAPPPSSPSVLPPLVEENGGLQKGDQRQVIPIPSPPAKYLLPEVTVLDYGKKCVVIDLDETLVHSSFKPISNADFIVPVEIDGTIHQVYVLKRPHVDEFLQRMGQLFECVLFTASLAKYADPVADLLDRWGVFRARLFRESCVFHRGNYVKDLSRLGRELSKVIIVDNSPASYIFHPENAVPVQSWFDDMTDTELLDLIPFFEGLSREDDVYSMLHRLCNR*XKYLLPEVTVLDYGKKCVVIDLD.... Result: 0 (the proteins do not interact). (3) Protein 1 (ENSG00000087128) has sequence MMYRPDVVRARKRVCWEPWVIGLVIFISLIVLAVCIGLTVHYVRYNQKKTYNYYSTLSFTTDKLYAEFGREASNNFTEMSQRLESMVKNAFYKSPLREEFVKSQVIKFSQQKHGVLAHMLLICRFHSTEDPETVDKIVQLVLHEKLQDAVGPPKVDPHSVKIKKINKTETDSYLNHCCGTRRSKTLGQSLRIVGGTEVEEGEWPWQASLQWDGSHRCGATLINATWLVSAAHCFTTYKNPARWTASFGVTIKPSKMKRGLRRIIVHEKYKHPSHDYDISLAELSSPVPYTNAVHRVCLPD.... Protein 2 (ENSG00000161958) has sequence MAALASSLIRQKREVREPGGSRPVSAQRRVCPRGTKSLCQKQLLILLSKVRLCGGRPARPDRGPEPQLKGIVTKLFCRQGFYLQANPDGSIQGTPEDTSSFTHFNLIPVGLRVVTIQSAKLGHYMAMNAEGLLYSSPHFTAECRFKECVFENYYVLYASALYRQRRSGRAWYLGLDKEGQVMKGNRVKKTKAAAHFLPKLLEVAMYQEPSLHSVPEASPSSPPAP*MAMNAEGLLYSSPHFTAECRFKECVFENYYVLYASALYRQRRSGRAWYLGLDKEGQVMKGNRVKKTKAAAHFLP.... Result: 0 (the proteins do not interact).